From a dataset of Forward reaction prediction with 1.9M reactions from USPTO patents (1976-2016). Predict the product of the given reaction. (1) Given the reactants [CH3:1][O:2][C:3](=[O:30])[CH:4]([N:8]([S:14][C:15]1[CH:20]=[CH:19][C:18]([O:21][CH2:22][C:23]2[CH:28]=[CH:27][CH:26]=[C:25]([Cl:29])[CH:24]=2)=[CH:17][CH:16]=1)[CH2:9][CH:10]=C(C)C)[CH:5]([OH:7])[CH3:6].I([O-])(=O)(=O)=O.[Na+].[O:37]1CCOC[CH2:38]1, predict the reaction product. The product is: [CH3:1][O:2][C:3]([CH:4]1[CH:5]([CH3:6])[O:7][CH:10]([O:37][CH3:38])[CH2:9][N:8]1[S:14][C:15]1[CH:16]=[CH:17][C:18]([O:21][CH2:22][C:23]2[CH:28]=[CH:27][CH:26]=[C:25]([Cl:29])[CH:24]=2)=[CH:19][CH:20]=1)=[O:30]. (2) Given the reactants [CH:1]1([C:4]2[O:8][N:7]=[C:6]([C:9]3[CH:14]=[CH:13][CH:12]=[CH:11][CH:10]=3)[C:5]=2[C:15]([OH:17])=O)[CH2:3][CH2:2]1.Cl.[CH3:19][NH:20][O:21][CH3:22].CN1CCOCC1.CN(C)CCCN=C=NCC.Cl, predict the reaction product. The product is: [CH3:22][O:21][N:20]([CH3:19])[C:15]([C:5]1[C:6]([C:9]2[CH:10]=[CH:11][CH:12]=[CH:13][CH:14]=2)=[N:7][O:8][C:4]=1[CH:1]1[CH2:2][CH2:3]1)=[O:17].